Dataset: Forward reaction prediction with 1.9M reactions from USPTO patents (1976-2016). Task: Predict the product of the given reaction. (1) The product is: [F:27][C:28]1[C:35]([F:36])=[CH:34][CH:33]=[CH:32][C:29]=1[CH2:30][O:31][C:2]1[CH:7]=[C:6]([F:8])[CH:5]=[CH:4][C:3]=1[C:9]1[N:14]=[CH:13][N:12]=[C:11]([NH:15][C:16]2[CH:21]=[CH:20][CH:19]=[C:18]([CH2:22][S:23]([CH3:26])(=[O:25])=[O:24])[CH:17]=2)[N:10]=1. Given the reactants F[C:2]1[CH:7]=[C:6]([F:8])[CH:5]=[CH:4][C:3]=1[C:9]1[N:14]=[CH:13][N:12]=[C:11]([NH:15][C:16]2[CH:21]=[CH:20][CH:19]=[C:18]([CH2:22][S:23]([CH3:26])(=[O:25])=[O:24])[CH:17]=2)[N:10]=1.[F:27][C:28]1[C:35]([F:36])=[CH:34][CH:33]=[CH:32][C:29]=1[CH2:30][OH:31], predict the reaction product. (2) Given the reactants [NH2:1][C:2]1[S:3][C:4]([CH3:7])=[CH:5][N:6]=1.Br[CH2:9][C:10]([C:12]1[CH:17]=[CH:16][C:15]([N+:18]([O-:20])=[O:19])=[CH:14][CH:13]=1)=O.C(=O)(O)[O-].[Na+], predict the reaction product. The product is: [CH3:7][C:4]1[S:3][C:2]2=[N:1][C:10]([C:12]3[CH:13]=[CH:14][C:15]([N+:18]([O-:20])=[O:19])=[CH:16][CH:17]=3)=[CH:9][N:6]2[CH:5]=1. (3) Given the reactants CN(C)CCCN=C=NCC.[NH:12]1[C:20]2[C:15](=[CH:16][CH:17]=[CH:18][CH:19]=2)[CH2:14][CH2:13]1.Cl.[N:22]1[CH:27]=[CH:26][CH:25]=[CH:24][C:23]=1[CH2:28][C:29](O)=[O:30].ON1C2C=CC=CC=2N=N1.C(=O)([O-])[O-].[K+].[K+], predict the reaction product. The product is: [N:22]1[CH:27]=[CH:26][CH:25]=[CH:24][C:23]=1[CH2:28][C:29]([N:12]1[C:20]2[C:15](=[CH:16][CH:17]=[CH:18][CH:19]=2)[CH2:14][CH2:13]1)=[O:30]. (4) Given the reactants [C:1]([Si:5](Cl)([CH3:7])[CH3:6])([CH3:4])([CH3:3])[CH3:2].[F:9][C:10]1[CH:18]=[C:17]([OH:19])[CH:16]=[C:15]([F:20])[C:11]=1[C:12]([OH:14])=[O:13].C(N(CC)C(C)C)(C)C, predict the reaction product. The product is: [F:9][C:10]1[CH:18]=[C:17]([O:19][Si:5]([C:1]([CH3:4])([CH3:3])[CH3:2])([CH3:7])[CH3:6])[CH:16]=[C:15]([F:20])[C:11]=1[C:12]([OH:14])=[O:13]. (5) Given the reactants [C:1]1([OH:7])[CH:6]=[CH:5][CH:4]=[CH:3][CH:2]=1.[OH-].[K+].Cl[CH2:11][C:12]1[S:16][C:15]([C:17]([O:19]CC)=[O:18])=[N:14][CH:13]=1.O, predict the reaction product. The product is: [O:7]([CH2:11][C:12]1[S:16][C:15]([C:17]([OH:19])=[O:18])=[N:14][CH:13]=1)[C:1]1[CH:6]=[CH:5][CH:4]=[CH:3][CH:2]=1. (6) Given the reactants [C:1]([C:5]1[C:6]([Cl:29])=[C:7]([C:11]2[NH:28][C:14]3[C:15]([O:26][CH3:27])=[N:16][C:17]([C:19]4[CH:24]=[CH:23][CH:22]=[CH:21][C:20]=4[Cl:25])=[CH:18][C:13]=3[N:12]=2)[N:8]([CH3:10])[N:9]=1)([CH3:4])([CH3:3])[CH3:2].Cl, predict the reaction product. The product is: [ClH:25].[C:1]([C:5]1[C:6]([Cl:29])=[C:7]([C:11]2[NH:28][C:14]3[C:15]([O:26][CH3:27])=[N:16][C:17]([C:19]4[CH:24]=[CH:23][CH:22]=[CH:21][C:20]=4[Cl:25])=[CH:18][C:13]=3[N:12]=2)[N:8]([CH3:10])[N:9]=1)([CH3:4])([CH3:2])[CH3:3]. (7) Given the reactants Cl.[NH2:2][C@H:3]([C:21]([N:23]1[CH2:42][CH2:41][CH2:40][C@H:24]1[C:25]([NH:27][C@H:28]([C:30]([O:32][CH2:33][C:34]1[CH:39]=[CH:38][CH:37]=[CH:36][CH:35]=1)=[O:31])[CH3:29])=[O:26])=[O:22])[CH2:4][CH2:5][CH2:6][NH:7][C:8](=[NH:20])[NH:9][S:10]([C:13]1[CH:19]=[CH:18][C:16]([CH3:17])=[CH:15][CH:14]=1)(=[O:12])=[O:11].[NH:43]([C:49]([O:51][C:52]([CH3:55])([CH3:54])[CH3:53])=[O:50])[C@H:44]([C:46](O)=[O:47])[CH3:45].ON1C2C=CC=CC=2N=N1.C1(N=C=NC2CCCCC2)CCCCC1, predict the reaction product. The product is: [NH:43]([C:49]([O:51][C:52]([CH3:53])([CH3:55])[CH3:54])=[O:50])[C@H:44]([C:46]([NH:2][C@H:3]([C:21]([N:23]1[CH2:42][CH2:41][CH2:40][C@H:24]1[C:25]([NH:27][C@H:28]([C:30]([O:32][CH2:33][C:34]1[CH:39]=[CH:38][CH:37]=[CH:36][CH:35]=1)=[O:31])[CH3:29])=[O:26])=[O:22])[CH2:4][CH2:5][CH2:6][NH:7][C:8](=[NH:20])[NH:9][S:10]([C:13]1[CH:14]=[CH:15][C:16]([CH3:17])=[CH:18][CH:19]=1)(=[O:11])=[O:12])=[O:47])[CH3:45]. (8) Given the reactants [Br:1][C:2]1[CH:9]=[CH:8][CH:7]=[CH:6][C:3]=1[CH2:4][OH:5].N1C=CN=C1.[C:15]([Si:19]([CH3:22])([CH3:21])Cl)([CH3:18])([CH3:17])[CH3:16].C(=O)([O-])O.[Na+], predict the reaction product. The product is: [Br:1][C:2]1[CH:9]=[CH:8][CH:7]=[CH:6][C:3]=1[CH2:4][O:5][Si:19]([C:15]([CH3:18])([CH3:17])[CH3:16])([CH3:22])[CH3:21]. (9) Given the reactants [Si:1]([O:8][C:9]1[CH:14]=[CH:13][CH:12]=[C:11]([NH2:15])[C:10]=1[NH2:16])([C:4]([CH3:7])([CH3:6])[CH3:5])([CH3:3])[CH3:2].[C:17](OC(OCC)OCC)(=O)C, predict the reaction product. The product is: [Si:1]([O:8][C:9]1[C:10]2[NH:16][CH:17]=[N:15][C:11]=2[CH:12]=[CH:13][CH:14]=1)([C:4]([CH3:7])([CH3:6])[CH3:5])([CH3:3])[CH3:2]. (10) Given the reactants [C:1]1([C:10]2[CH:15]=[CH:14][C:13]([C:16]([OH:18])=[O:17])=[CH:12][CH:11]=2)[CH:6]=[CH:5][C:4]([C:7]([OH:9])=[O:8])=[CH:3][CH:2]=1.[CH2:19](O)[CH2:20][CH2:21][CH3:22].[C:24]1(C)[CH:29]=CC=[CH:26][CH:25]=1.C1(C)C=CC(S(O)(=O)=O)=CC=1, predict the reaction product. The product is: [C:1]1([C:10]2[CH:15]=[CH:14][C:13]([C:16]([O:18][CH2:29][CH2:24][CH2:25][CH3:26])=[O:17])=[CH:12][CH:11]=2)[CH:6]=[CH:5][C:4]([C:7]([O:9][CH2:19][CH2:20][CH2:21][CH3:22])=[O:8])=[CH:3][CH:2]=1.